Dataset: Cav3 T-type calcium channel HTS with 100,875 compounds. Task: Binary Classification. Given a drug SMILES string, predict its activity (active/inactive) in a high-throughput screening assay against a specified biological target. (1) The drug is O=c1n(c2cc(OC)ccc2)c(=O)[nH]cc1C(=O)Nc1ccc(NC(=O)C)cc1. The result is 0 (inactive). (2) The compound is Clc1c(c2noc(c2C(=O)Nc2cc(F)c(F)cc2)C)cccc1. The result is 1 (active). (3) The drug is S(c1nc2OC(N(c3c(c2nn1)cccc3)C(=O)C)c1n(ccc1)C)CCC. The result is 0 (inactive). (4) The molecule is O=C1CC(CC(Nc2c(OC)cccc2)=C1C(=O)CCC)(C)C. The result is 0 (inactive). (5) The compound is Clc1cc(NCCC(=O)c2ccc(OCCC)cc2)ccc1C. The result is 0 (inactive). (6) The compound is O=C(NCC12CC3CC(C2)CC(C1)C3)c1cc2nn(c(OCC)c2cc1)CCCC. The result is 0 (inactive).